This data is from Catalyst prediction with 721,799 reactions and 888 catalyst types from USPTO. The task is: Predict which catalyst facilitates the given reaction. (1) Reactant: [Cl:1][C:2]1[CH:10]=[CH:9][C:5]([C:6]([OH:8])=O)=[CH:4][C:3]=1[C:11]1[O:12][C:13]([CH:16]=[C:17]2[S:21][C:20](=[S:22])[NH:19][C:18]2=[O:23])=[CH:14][CH:15]=1.CN(C(ON1N=NC2C=CC=CC1=2)=[N+](C)C)C.F[P-](F)(F)(F)(F)F.CCN(C(C)C)C(C)C.[CH2:57]([N:59]([CH2:63][CH3:64])[CH2:60][CH2:61][NH2:62])[CH3:58]. Product: [Cl:1][C:2]1[CH:10]=[CH:9][C:5]([C:6]([NH:62][CH2:61][CH2:60][N:59]([CH2:63][CH3:64])[CH2:57][CH3:58])=[O:8])=[CH:4][C:3]=1[C:11]1[O:12][C:13]([CH:16]=[C:17]2[S:21][C:20](=[S:22])[NH:19][C:18]2=[O:23])=[CH:14][CH:15]=1. The catalyst class is: 3. (2) Reactant: [H-].[Al+3].[Li+].[H-].[H-].[H-].[Cl:7][C:8]1[CH:9]=[C:10]2[C:14](=[CH:15][CH:16]=1)[N:13]([CH2:17][CH2:18][CH2:19][S:20]([CH2:23][CH3:24])(=[O:22])=[O:21])[C:12]([C:25](OCC)=[O:26])=[CH:11]2. Product: [Cl:7][C:8]1[CH:9]=[C:10]2[C:14](=[CH:15][CH:16]=1)[N:13]([CH2:17][CH2:18][CH2:19][S:20]([CH2:23][CH3:24])(=[O:22])=[O:21])[C:12]([CH2:25][OH:26])=[CH:11]2. The catalyst class is: 7. (3) Reactant: [Br:1][C:2]1[CH:7]=[CH:6][C:5](F)=[C:4]([N+:9]([O-:11])=[O:10])[CH:3]=1.[N:12]1([C:18](=[O:20])[CH3:19])[CH2:17][CH2:16][NH:15][CH2:14][CH2:13]1.C(=O)([O-])[O-].[Cs+].[Cs+]. Product: [Br:1][C:2]1[CH:7]=[CH:6][C:5]([N:15]2[CH2:16][CH2:17][N:12]([C:18](=[O:20])[CH3:19])[CH2:13][CH2:14]2)=[C:4]([N+:9]([O-:11])=[O:10])[CH:3]=1. The catalyst class is: 3. (4) Reactant: Cl.[NH:2]1[C:10]2[C:5](=[CH:6][CH:7]=[C:8]([NH:11][NH2:12])[CH:9]=2)[CH:4]=[N:3]1.[CH3:13][C:14]([CH3:21])([CH3:20])[C:15](=O)[CH2:16][C:17]#[N:18]. Product: [C:14]([C:15]1[CH:16]=[C:17]([NH2:18])[N:11]([C:8]2[CH:9]=[C:10]3[C:5]([CH:4]=[N:3][NH:2]3)=[CH:6][CH:7]=2)[N:12]=1)([CH3:21])([CH3:20])[CH3:13]. The catalyst class is: 14.